From a dataset of Forward reaction prediction with 1.9M reactions from USPTO patents (1976-2016). Predict the product of the given reaction. (1) Given the reactants Br[C:2]1[CH:3]=[C:4]([N:8]2[N:12]=[CH:11][CH:10]=[N+:9]2[O-:13])[CH:5]=[CH:6][CH:7]=1.[NH2:14][C:15]([O:17][C:18]([CH3:21])([CH3:20])[CH3:19])=[O:16].C([O-])([O-])=O.[Cs+].[Cs+].CC1(C)C2C(=C(P(C3C=CC=CC=3)C3C=CC=CC=3)C=CC=2)OC2C(P(C3C=CC=CC=3)C3C=CC=CC=3)=CC=CC1=2, predict the reaction product. The product is: [C:18]([O:17][C:15]([NH:14][C:2]1[CH:3]=[C:4]([N:8]2[N:12]=[CH:11][CH:10]=[N+:9]2[O-:13])[CH:5]=[CH:6][CH:7]=1)=[O:16])([CH3:21])([CH3:20])[CH3:19]. (2) Given the reactants [Cl:1][C:2]1[CH:7]=[CH:6][CH:5]=[CH:4][C:3]=1[C:8]1[C:9]([C:30]2[CH:35]=[CH:34][C:33]([Cl:36])=[CH:32][CH:31]=2)=[CH:10][C:11]([NH:14][NH:15][C:16](=O)[CH2:17][C:18]2[C:19]([CH3:28])=[N:20][C:21]([C:24]([F:27])([F:26])[F:25])=[CH:22][CH:23]=2)=[N:12][CH:13]=1.C(O)(=O)C, predict the reaction product. The product is: [Cl:1][C:2]1[CH:7]=[CH:6][CH:5]=[CH:4][C:3]=1[C:8]1[C:9]([C:30]2[CH:35]=[CH:34][C:33]([Cl:36])=[CH:32][CH:31]=2)=[CH:10][C:11]2[N:12]([C:16]([CH2:17][C:18]3[C:19]([CH3:28])=[N:20][C:21]([C:24]([F:27])([F:26])[F:25])=[CH:22][CH:23]=3)=[N:15][N:14]=2)[CH:13]=1.